This data is from Experimentally validated miRNA-target interactions with 360,000+ pairs, plus equal number of negative samples. The task is: Binary Classification. Given a miRNA mature sequence and a target amino acid sequence, predict their likelihood of interaction. (1) The miRNA is hsa-miR-135a-5p with sequence UAUGGCUUUUUAUUCCUAUGUGA. The protein sequence of the target gene is MPGVCDRAPDFLSPSEDQVLRPALGSSVALNCTAWVVSGPHCSLPSVQWLKDGLPLGIGGHYSLHEYSWVKANLSEVLVSSVLGVNVTSTEVYGAFTCSIQNISFSSFTLQRAGPTSHVAAVLASLLVLLALLLAALLYVKCRLNVLLWYQDAYGEVEINDGKLYDAYVSYSDCPEDRKFVNFILKPQLERRRGYKLFLDDRDLLPRAEPSADLLVNLSRCRRLIVVLSDAFLSRAWCSHSFREGLCRLLELTRRPIFITFEGQRRDPAHPALRLLRQHRHLVTLLLWRPGSVTPSSDFW.... Result: 0 (no interaction). (2) The miRNA is hsa-miR-4731-3p with sequence CACACAAGUGGCCCCCAACACU. The protein sequence of the target gene is MAPADLASEGPKLEDPPAPHLFGKCPSGLIMAKLETLPVRADPGRDPLLAFAPRPSELGPPDPRLTMGSVGSGVTHAQEFPMKSVGTRTGGGGNQGSFPGPRSGGSGANRERPGRYPSEDKVLANSLYLNGELRGSDHTDVCGNVVGSSGGSSSSGGSDKAPPQYREPNHPPKLLTTSGKLDQCSEPLVRPSAFKPVVPKNFHSMQNLCPPQTNGTPEGRQGPAGLKGGLDKSRTMTPAGGSGGGLSDSGRNSLTSLPTYSSSYSQHLAPLSASTSHINRIGTAGYSSGSSGGGSGYQDL.... Result: 0 (no interaction). (3) The miRNA is hsa-miR-4735-3p with sequence AAAGGUGCUCAAAUUAGACAU. The protein sequence of the target gene is MAQPGPAPQPDVSLQQRVAELEKINAEFLRAQQQLEQEFNQKRAKFKELYLAKEEDLKRQNAVLQAAQDDLGHLRTQLWEAQAEMENIKAIATVSENTKQEAIDEVKRQWREEVASLQAIMKETVRDYEHQFHLRLEQERAQWAQYRESAEREIADLRRRLSEGQEEENLENEMKKAQEDAEKLRSVVMPMEKEIAALKDKLTEAEDKIKELEASKVKELNHYLEAEKSCRTDLEMYVAVLNTQKSVLQEDAEKLRKELHEVCHLLEQERQQHNQLKHTWQKANDQFLESQRLLMRDMQR.... Result: 0 (no interaction).